This data is from Forward reaction prediction with 1.9M reactions from USPTO patents (1976-2016). The task is: Predict the product of the given reaction. (1) Given the reactants C([Li])CCC.[F:6][C:7]1[CH:12]=[CH:11][CH:10]=[C:9](I)[C:8]=1[CH3:14].[F:15][CH:16]([F:23])[C:17]1[CH:22]2[CH:20]([CH2:21]2)[O:19][N:18]=1.B(F)(F)F.CCOCC, predict the reaction product. The product is: [F:15][CH:16]([F:23])[C:17]1([C:9]2[CH:10]=[CH:11][CH:12]=[C:7]([F:6])[C:8]=2[CH3:14])[CH:22]2[CH:20]([CH2:21]2)[O:19][NH:18]1. (2) Given the reactants C([O:3][C:4](=[O:36])[CH2:5][CH:6]1[O:10][B:9]([OH:11])[C:8]2[CH:12]=[C:13]([O:17][C:18]3[CH:23]=[CH:22][N:21]=[C:20]([NH:24][CH2:25][C:26]4[CH:31]=[C:30]([O:32][CH3:33])[CH:29]=[CH:28][C:27]=4[O:34][CH3:35])[N:19]=3)[CH:14]=[C:15]([CH3:16])[C:7]1=2)C.[OH-].[Li+], predict the reaction product. The product is: [CH3:35][O:34][C:27]1[CH:28]=[CH:29][C:30]([O:32][CH3:33])=[CH:31][C:26]=1[CH2:25][NH:24][C:20]1[N:19]=[C:18]([O:17][C:13]2[CH:14]=[C:15]([CH3:16])[C:7]3[CH:6]([CH2:5][C:4]([OH:36])=[O:3])[O:10][B:9]([OH:11])[C:8]=3[CH:12]=2)[CH:23]=[CH:22][N:21]=1. (3) Given the reactants [CH3:1][O:2][C:3]1[CH:11]=[CH:10][CH:9]=[C:8]2[C:4]=1[CH:5]=[C:6]([C:13](Cl)=[O:14])[N:7]2[CH3:12].[NH2:16][C:17]1[CH:22]=[CH:21][C:20]([C:23]2[N:24]=[C:25]([C@H:33]3[CH2:38][CH2:37][C@H:36]([N:39]4[CH2:44][CH2:43][N:42]([CH3:45])[CH2:41][CH2:40]4)[CH2:35][CH2:34]3)[N:26]3[CH:31]=[CH:30][N:29]=[C:28]([CH3:32])[C:27]=23)=[CH:19][C:18]=1[OH:46].C(N(CC)C(C)C)(C)C, predict the reaction product. The product is: [OH:46][C:18]1[CH:19]=[C:20]([C:23]2[N:24]=[C:25]([C@H:33]3[CH2:38][CH2:37][C@H:36]([N:39]4[CH2:44][CH2:43][N:42]([CH3:45])[CH2:41][CH2:40]4)[CH2:35][CH2:34]3)[N:26]3[CH:31]=[CH:30][N:29]=[C:28]([CH3:32])[C:27]=23)[CH:21]=[CH:22][C:17]=1[NH:16][C:13]([C:6]1[N:7]([CH3:12])[C:8]2[C:4]([CH:5]=1)=[C:3]([O:2][CH3:1])[CH:11]=[CH:10][CH:9]=2)=[O:14]. (4) Given the reactants C(OC)(OC)OC.[CH2:8]([C@H:11]([NH2:15])[C:12]([OH:14])=[O:13])[CH2:9][NH2:10].Cl.[C:17](#N)[CH3:18], predict the reaction product. The product is: [CH3:17][C:18]1[NH:10][CH2:9][CH2:8][C@@H:11]([C:12]([OH:14])=[O:13])[N:15]=1.